Predict the reactants needed to synthesize the given product. From a dataset of Full USPTO retrosynthesis dataset with 1.9M reactions from patents (1976-2016). (1) Given the product [C:1]([O:5][C:6]([N:8]1[CH2:12][CH2:11][CH2:10][C@H:9]1[C@H:13]([S:26][CH3:27])[C@H:14]([C:16]([OH:18])=[O:17])[CH3:15])=[O:7])([CH3:4])([CH3:2])[CH3:3], predict the reactants needed to synthesize it. The reactants are: [C:1]([O:5][C:6]([N:8]1[CH2:12][CH2:11][CH2:10][C@H:9]1[C@H:13]([S:26][CH3:27])[C@H:14]([C:16]([O:18]CC1C=CC=CC=1)=[O:17])[CH3:15])=[O:7])([CH3:4])([CH3:3])[CH3:2]. (2) The reactants are: [NH2:1][C:2]1[CH:3]=[C:4]2[C:20](=[O:21])[NH:19][N:18]=[CH:17][C:6]3=[C:7]([C:11]4[CH:16]=[CH:15][CH:14]=[CH:13][CH:12]=4)[NH:8][C:9]([CH:10]=1)=[C:5]23.[CH:22]1([CH2:27][C:28](O)=[O:29])[CH2:26][CH2:25][CH2:24][CH2:23]1.C(N(CC)CC)C.F[P-](F)(F)(F)(F)F.N1(OC(N(C)C)=[N+](C)C)C2N=CC=CC=2N=N1. Given the product [CH:22]1([CH2:27][C:28]([NH:1][C:2]2[CH:3]=[C:4]3[C:20](=[O:21])[NH:19][N:18]=[CH:17][C:6]4=[C:7]([C:11]5[CH:12]=[CH:13][CH:14]=[CH:15][CH:16]=5)[NH:8][C:9]([CH:10]=2)=[C:5]34)=[O:29])[CH2:26][CH2:25][CH2:24][CH2:23]1, predict the reactants needed to synthesize it.